Dataset: Forward reaction prediction with 1.9M reactions from USPTO patents (1976-2016). Task: Predict the product of the given reaction. Given the reactants [C:1]([C:5]1[CH:9]=[C:8]([NH:10][C:11]([NH:13][C@@H:14]2[C:23]3[C:18](=[CH:19][CH:20]=[CH:21][CH:22]=3)[C@H:17]([O:24][C:25]3[CH:26]=[CH:27][C:28]4[N:29]([C:31]([N:34]5[CH2:39][CH2:38][CH2:37][CH2:36][C@@H:35]5[CH3:40])=[N:32][N:33]=4)[CH:30]=3)[CH2:16][CH2:15]2)=[O:12])[N:7]([C:41]2[CH:42]=[C:43]([CH2:47][CH2:48][O:49]S(C)(=O)=O)[CH:44]=[CH:45][CH:46]=2)[N:6]=1)([CH3:4])([CH3:3])[CH3:2].[CH2:54]1[CH2:60][O:59][CH2:58][CH2:57][NH:56][CH2:55]1, predict the reaction product. The product is: [CH:48]([OH:49])=[O:59].[C:1]([C:5]1[CH:9]=[C:8]([NH:10][C:11]([NH:13][C@@H:14]2[C:23]3[C:18](=[CH:19][CH:20]=[CH:21][CH:22]=3)[C@H:17]([O:24][C:25]3[CH:26]=[CH:27][C:28]4[N:29]([C:31]([N:34]5[CH2:39][CH2:38][CH2:37][CH2:36][C@@H:35]5[CH3:40])=[N:32][N:33]=4)[CH:30]=3)[CH2:16][CH2:15]2)=[O:12])[N:7]([C:41]2[CH:46]=[CH:45][CH:44]=[C:43]([CH2:47][CH2:48][N:56]3[CH2:55][CH2:54][CH2:60][O:59][CH2:58][CH2:57]3)[CH:42]=2)[N:6]=1)([CH3:2])([CH3:3])[CH3:4].